Dataset: Full USPTO retrosynthesis dataset with 1.9M reactions from patents (1976-2016). Task: Predict the reactants needed to synthesize the given product. (1) Given the product [F:1][C:2]([F:12])([F:11])[C:3]1[CH:4]=[C:5](/[CH:6]=[CH:32]/[CH:33]=[O:34])[CH:8]=[CH:9][CH:10]=1, predict the reactants needed to synthesize it. The reactants are: [F:1][C:2]([F:12])([F:11])[C:3]1[CH:4]=[C:5]([CH:8]=[CH:9][CH:10]=1)[CH:6]=O.C1(P(=[CH:32][CH:33]=[O:34])(C2C=CC=CC=2)C2C=CC=CC=2)C=CC=CC=1. (2) The reactants are: [Cl-].O[NH3+:3].[C:4](=[O:7])([O-])[OH:5].[Na+].CS(C)=O.[CH2:13]([C:17]1[N:18]=[C:19]([CH3:56])[N:20]([C:39]2[CH:44]=[CH:43][CH:42]=[C:41]([O:45][CH2:46][CH2:47][O:48][Si:49]([C:52]([CH3:55])([CH3:54])[CH3:53])([CH3:51])[CH3:50])[CH:40]=2)[C:21](=[O:38])[C:22]=1[CH2:23][C:24]1[CH:29]=[CH:28][C:27]([C:30]2[C:31]([C:36]#[N:37])=[CH:32][CH:33]=[CH:34][CH:35]=2)=[CH:26][CH:25]=1)[CH2:14][CH2:15][CH3:16]. Given the product [CH2:13]([C:17]1[N:18]=[C:19]([CH3:56])[N:20]([C:39]2[CH:44]=[CH:43][CH:42]=[C:41]([O:45][CH2:46][CH2:47][O:48][Si:49]([C:52]([CH3:55])([CH3:54])[CH3:53])([CH3:50])[CH3:51])[CH:40]=2)[C:21](=[O:38])[C:22]=1[CH2:23][C:24]1[CH:25]=[CH:26][C:27]([C:30]2[CH:35]=[CH:34][CH:33]=[CH:32][C:31]=2[C:36]2[NH:3][C:4](=[O:7])[O:5][N:37]=2)=[CH:28][CH:29]=1)[CH2:14][CH2:15][CH3:16], predict the reactants needed to synthesize it. (3) Given the product [CH3:2][O:3][C:4](=[O:13])[C:5]1[CH:10]=[CH:9][CH:8]=[C:7]([CH2:11][NH:12][C:24]([O:23][C:19]([CH3:22])([CH3:21])[CH3:20])=[O:25])[CH:6]=1, predict the reactants needed to synthesize it. The reactants are: Cl.[CH3:2][O:3][C:4](=[O:13])[C:5]1[CH:10]=[CH:9][CH:8]=[C:7]([CH2:11][NH2:12])[CH:6]=1.C(=O)(O)[O-].[Na+].[C:19]([O:23][C:24](O[C:24]([O:23][C:19]([CH3:22])([CH3:21])[CH3:20])=[O:25])=[O:25])([CH3:22])([CH3:21])[CH3:20]. (4) Given the product [C:12]([O-:19])(=[O:18])/[CH:13]=[CH:14]/[CH:15]=[CH:16]/[CH3:17].[C:1]([O-:5])(=[O:4])[CH2:2][CH3:3].[Ca+2:6], predict the reactants needed to synthesize it. The reactants are: [C:1]([O-:5])(=[O:4])[CH2:2][CH3:3].[Ca+2:6].C([O-])(=O)CC.[C:12]([O-:19])(=[O:18])/[CH:13]=[CH:14]/[CH:15]=[CH:16]/[CH3:17].[K+]. (5) The reactants are: [NH2:1][C:2]1[CH:11]=[CH:10][CH:9]=[C:8]2[C:3]=1[CH2:4][CH2:5][CH2:6][C:7]2=[O:12].N([O-])=O.[Na+].[N-:17]=[N+:18]=[N-:19].[Na+]. Given the product [NH2:1][C:2]1[CH:11]=[CH:10][CH:9]=[C:8]2[C:3]=1[CH2:4][CH2:5][CH2:6][C:7]2=[O:12].[N:17]([C:2]1[CH:11]=[CH:10][CH:9]=[C:8]2[C:3]=1[CH2:4][CH2:5][CH2:6][C:7]2=[O:12])=[N+:18]=[N-:19], predict the reactants needed to synthesize it. (6) Given the product [O:2]=[C:1]1[NH:13][C:14]2=[N:15][CH:16]=[CH:17][CH:18]=[C:19]2[N:20]1[CH:21]1[CH2:22][CH2:23][N:24]([C:27]([O:29][C:30]([CH3:33])([CH3:32])[CH3:31])=[O:28])[CH2:25][CH2:26]1, predict the reactants needed to synthesize it. The reactants are: [C:1](N1C=CN=C1)(N1C=CN=C1)=[O:2].[NH2:13][C:14]1[C:19]([NH:20][CH:21]2[CH2:26][CH2:25][N:24]([C:27]([O:29][C:30]([CH3:33])([CH3:32])[CH3:31])=[O:28])[CH2:23][CH2:22]2)=[CH:18][CH:17]=[CH:16][N:15]=1. (7) The reactants are: [CH3:1][C:2]1[NH:3][C:4](=[O:26])[C:5]([CH2:11][C:12]2[CH:17]=[CH:16][C:15]([C:18]3[C:19]([C:24]#[N:25])=[CH:20][CH:21]=[CH:22][CH:23]=3)=[CH:14][CH:13]=2)=[C:6]([CH2:8][CH2:9][CH3:10])[N:7]=1.[Cl:27][C:28]1[CH:29]=[C:30](B(O)O)[CH:31]=[CH:32][C:33]=1[O:34][CH:35]([CH3:37])[CH3:36].C(N(CC)CC)C.N1C=CC=CC=1. Given the product [Cl:27][C:28]1[CH:29]=[C:30]([N:3]2[C:4](=[O:26])[C:5]([CH2:11][C:12]3[CH:17]=[CH:16][C:15]([C:18]4[C:19]([C:24]#[N:25])=[CH:20][CH:21]=[CH:22][CH:23]=4)=[CH:14][CH:13]=3)=[C:6]([CH2:8][CH2:9][CH3:10])[N:7]=[C:2]2[CH3:1])[CH:31]=[CH:32][C:33]=1[O:34][CH:35]([CH3:37])[CH3:36], predict the reactants needed to synthesize it. (8) Given the product [Br:7][C:8]1[CH:13]=[CH:12][N:11]([CH:32]2[CH2:37][CH2:36][N:35]([C:38]([O:40][C:41]([CH3:44])([CH3:43])[CH3:42])=[O:39])[CH2:34][CH2:33]2)[C:10](=[O:14])[CH:9]=1, predict the reactants needed to synthesize it. The reactants are: CC(C)([O-])C.[K+].[Br:7][C:8]1[CH:13]=[CH:12][NH:11][C:10](=[O:14])[CH:9]=1.C(=O)([O-])[O-].[K+].[K+].CC1C=CC(S(O[CH:32]2[CH2:37][CH2:36][N:35]([C:38]([O:40][C:41]([CH3:44])([CH3:43])[CH3:42])=[O:39])[CH2:34][CH2:33]2)(=O)=O)=CC=1.